This data is from NCI-60 drug combinations with 297,098 pairs across 59 cell lines. The task is: Regression. Given two drug SMILES strings and cell line genomic features, predict the synergy score measuring deviation from expected non-interaction effect. Drug 1: COC1=CC(=CC(=C1O)OC)C2C3C(COC3=O)C(C4=CC5=C(C=C24)OCO5)OC6C(C(C7C(O6)COC(O7)C8=CC=CS8)O)O. Drug 2: C1=CC(=CC=C1CC(C(=O)O)N)N(CCCl)CCCl.Cl. Cell line: HS 578T. Synergy scores: CSS=35.9, Synergy_ZIP=0.119, Synergy_Bliss=4.12, Synergy_Loewe=-0.174, Synergy_HSA=5.16.